Dataset: Peptide-MHC class I binding affinity with 185,985 pairs from IEDB/IMGT. Task: Regression. Given a peptide amino acid sequence and an MHC pseudo amino acid sequence, predict their binding affinity value. This is MHC class I binding data. (1) The peptide sequence is ERLAARGLL. The MHC is Mamu-B03 with pseudo-sequence Mamu-B03. The binding affinity (normalized) is 0.439. (2) The peptide sequence is MPEWVNFKF. The MHC is HLA-B53:01 with pseudo-sequence HLA-B53:01. The binding affinity (normalized) is 0.723. (3) The binding affinity (normalized) is 0.0151. The peptide sequence is VPRRKAKII. The MHC is HLA-A26:01 with pseudo-sequence HLA-A26:01. (4) The peptide sequence is RVYKNYDPR. The MHC is HLA-A01:01 with pseudo-sequence HLA-A01:01. The binding affinity (normalized) is 0.0847. (5) The peptide sequence is SRLKPSSFK. The MHC is HLA-A30:01 with pseudo-sequence HLA-A30:01. The binding affinity (normalized) is 0.532. (6) The peptide sequence is RVYLQGHGY. The MHC is HLA-B58:01 with pseudo-sequence HLA-B58:01. The binding affinity (normalized) is 0.448. (7) The peptide sequence is KLIEGTNIW. The MHC is HLA-B15:17 with pseudo-sequence HLA-B15:17. The binding affinity (normalized) is 0.610. (8) The peptide sequence is FRDEAGAIL. The MHC is HLA-A02:19 with pseudo-sequence HLA-A02:19. The binding affinity (normalized) is 0.0847. (9) The binding affinity (normalized) is 0.565. The peptide sequence is LALMATFKM. The MHC is HLA-B35:01 with pseudo-sequence HLA-B35:01. (10) The peptide sequence is GAVVKSDNK. The MHC is HLA-A31:01 with pseudo-sequence HLA-A31:01. The binding affinity (normalized) is 0.